From a dataset of NCI-60 drug combinations with 297,098 pairs across 59 cell lines. Regression. Given two drug SMILES strings and cell line genomic features, predict the synergy score measuring deviation from expected non-interaction effect. (1) Drug 1: CC(C1=C(C=CC(=C1Cl)F)Cl)OC2=C(N=CC(=C2)C3=CN(N=C3)C4CCNCC4)N. Drug 2: CCCCC(=O)OCC(=O)C1(CC(C2=C(C1)C(=C3C(=C2O)C(=O)C4=C(C3=O)C=CC=C4OC)O)OC5CC(C(C(O5)C)O)NC(=O)C(F)(F)F)O. Cell line: SK-MEL-2. Synergy scores: CSS=2.19, Synergy_ZIP=1.04, Synergy_Bliss=6.12, Synergy_Loewe=2.25, Synergy_HSA=2.57. (2) Drug 1: C1=NC2=C(N=C(N=C2N1C3C(C(C(O3)CO)O)F)Cl)N. Drug 2: COCCOC1=C(C=C2C(=C1)C(=NC=N2)NC3=CC=CC(=C3)C#C)OCCOC.Cl. Cell line: SK-MEL-28. Synergy scores: CSS=11.4, Synergy_ZIP=-3.04, Synergy_Bliss=0.298, Synergy_Loewe=-2.29, Synergy_HSA=-2.71. (3) Drug 1: CS(=O)(=O)CCNCC1=CC=C(O1)C2=CC3=C(C=C2)N=CN=C3NC4=CC(=C(C=C4)OCC5=CC(=CC=C5)F)Cl. Drug 2: C1CCC(C(C1)N)N.C(=O)(C(=O)[O-])[O-].[Pt+4]. Cell line: SNB-19. Synergy scores: CSS=26.4, Synergy_ZIP=-8.75, Synergy_Bliss=1.09, Synergy_Loewe=-11.0, Synergy_HSA=-1.59.